From a dataset of Forward reaction prediction with 1.9M reactions from USPTO patents (1976-2016). Predict the product of the given reaction. (1) Given the reactants [I:1][C:2]1[C:10]2[C:5](=[N:6][CH:7]=[N:8][C:9]=2[NH2:11])[NH:4][N:3]=1.CS(O[C@H:17]1[CH2:21][CH2:20][N:19]([C:22]([O:24][C:25]([CH3:28])([CH3:27])[CH3:26])=[O:23])[CH2:18]1)(=O)=O.C(=O)([O-])[O-].[K+].[K+].O, predict the reaction product. The product is: [NH2:11][C:9]1[N:8]=[CH:7][N:6]=[C:5]2[N:4]([C@@H:21]3[CH2:17][CH2:18][N:19]([C:22]([O:24][C:25]([CH3:28])([CH3:27])[CH3:26])=[O:23])[CH2:20]3)[N:3]=[C:2]([I:1])[C:10]=12. (2) Given the reactants [S:1]1[CH:5]=[CH:4][CH:3]=[C:2]1[C:6]([NH:8][NH2:9])=[O:7].[CH2:10]([N:17]=[C:18]=[S:19])[C:11]1[CH:16]=[CH:15][CH:14]=[CH:13][CH:12]=1, predict the reaction product. The product is: [CH2:10]([NH:17][C:18]([NH:9][NH:8][C:6]([C:2]1[S:1][CH:5]=[CH:4][CH:3]=1)=[O:7])=[S:19])[C:11]1[CH:16]=[CH:15][CH:14]=[CH:13][CH:12]=1. (3) Given the reactants [Si]([O:8][CH2:9][CH2:10][O:11][C:12]1[CH:13]=[CH:14][C:15]([CH:29]=O)=[N:16][C:17]=1[C:18]1[CH:23]=[CH:22][C:21]([S:24]([CH3:27])(=[O:26])=[O:25])=[CH:20][C:19]=1[CH3:28])(C(C)(C)C)(C)C.[NH2:31][C:32]1[CH:40]=[C:39]([O:41][CH3:42])[CH:38]=[C:37]([O:43][CH3:44])[C:33]=1[C:34]([NH2:36])=[O:35].OS([O-])=O.[Na+].O.C1(C)C=CC(S(O)(=O)=O)=CC=1, predict the reaction product. The product is: [OH:8][CH2:9][CH2:10][O:11][C:12]1[CH:13]=[CH:14][C:15]([C:29]2[NH:36][C:34](=[O:35])[C:33]3[C:32](=[CH:40][C:39]([O:41][CH3:42])=[CH:38][C:37]=3[O:43][CH3:44])[N:31]=2)=[N:16][C:17]=1[C:18]1[CH:23]=[CH:22][C:21]([S:24]([CH3:27])(=[O:26])=[O:25])=[CH:20][C:19]=1[CH3:28]. (4) Given the reactants [CH2:1]([NH:8][C:9](=O)[CH2:10][C:11]1[CH:16]=[CH:15][CH:14]=[C:13]([CH2:17][OH:18])[CH:12]=1)[CH2:2][CH2:3][CH2:4][CH2:5][CH2:6][CH3:7].[BH4-].[Na+].B(F)(F)F.CCOCC.Cl, predict the reaction product. The product is: [CH2:1]([NH:8][CH2:9][CH2:10][C:11]1[CH:12]=[C:13]([CH2:17][OH:18])[CH:14]=[CH:15][CH:16]=1)[CH2:2][CH2:3][CH2:4][CH2:5][CH2:6][CH3:7]. (5) Given the reactants [Br:1][C:2]1[N:3]=[C:4]([C:9]#[C:10][Si:11]([CH3:14])([CH3:13])[CH3:12])[C:5]([NH2:8])=[N:6][CH:7]=1.N1C=CC=CC=1.[C:21](Cl)(=[O:23])[CH3:22], predict the reaction product. The product is: [Br:1][C:2]1[N:3]=[C:4]([C:9]#[C:10][Si:11]([CH3:13])([CH3:12])[CH3:14])[C:5]([NH:8][C:21](=[O:23])[CH3:22])=[N:6][CH:7]=1. (6) Given the reactants [NH2:1][C:2]1[CH:7]=[CH:6][C:5]([C@H:8]2[N:16]3[C@@H:11]([CH2:12][CH2:13][CH2:14][CH2:15]3)[CH2:10][CH2:9]2)=[CH:4][CH:3]=1.C(N(CC)CC)C.Cl[CH2:25][CH2:26][S:27](Cl)(=[O:29])=[O:28], predict the reaction product. The product is: [CH:26]([S:27]([NH:1][C:2]1[CH:7]=[CH:6][C:5]([C@H:8]2[N:16]3[C@@H:11]([CH2:12][CH2:13][CH2:14][CH2:15]3)[CH2:10][CH2:9]2)=[CH:4][CH:3]=1)(=[O:29])=[O:28])=[CH2:25]. (7) Given the reactants C[O-].[Na+].[NH2:4][C:5]1[CH:15]=[CH:14][C:8]([C:9]([O:11][CH2:12][CH3:13])=[O:10])=[CH:7][CH:6]=1.[CH3:16][C:17](=[CH:19][CH2:20][CH2:21][CH:22](CCO)[CH3:23])[CH3:18].CCO, predict the reaction product. The product is: [NH2:4][C:5]1[CH:6]=[CH:7][C:8]([C:9]([O:11][CH2:12][CH2:13][CH:22]([CH3:23])[CH2:21][CH2:20][CH:19]=[C:17]([CH3:18])[CH3:16])=[O:10])=[CH:14][CH:15]=1.